From a dataset of Forward reaction prediction with 1.9M reactions from USPTO patents (1976-2016). Predict the product of the given reaction. Given the reactants [C:1]([NH:4][C:5]1[N:9]([CH2:10][C:11](OCC)=[O:12])[N:8]=[C:7]([C:16]2[CH:21]=[CH:20][C:19]([F:22])=[CH:18][CH:17]=2)[C:6]=1[C:23]#[C:24][C:25]1[CH:30]=[CH:29][CH:28]=[CH:27][CH:26]=1)(=[O:3])[CH3:2].[BH4-].[Na+], predict the reaction product. The product is: [F:22][C:19]1[CH:20]=[CH:21][C:16]([C:7]2[C:6]([C:23]#[C:24][C:25]3[CH:30]=[CH:29][CH:28]=[CH:27][CH:26]=3)=[C:5]([NH:4][C:1](=[O:3])[CH3:2])[N:9]([CH2:10][CH2:11][OH:12])[N:8]=2)=[CH:17][CH:18]=1.